This data is from Full USPTO retrosynthesis dataset with 1.9M reactions from patents (1976-2016). The task is: Predict the reactants needed to synthesize the given product. (1) Given the product [CH3:1][N:2]1[C:6]2=[CH:7][CH:8]=[C:9]3[C:14]([N:13]=[C:12]([C:15]4[CH:16]=[CH:17][C:18]([NH:19][C:32]([NH:43][CH2:42][C:41]([F:45])([F:44])[F:40])=[O:38])=[CH:20][CH:21]=4)[N:11]=[C:10]3[N:22]3[CH2:27][CH2:26][O:25][CH2:24][CH2:23]3)=[C:5]2[CH:4]=[CH:3]1, predict the reactants needed to synthesize it. The reactants are: [CH3:1][N:2]1[C:6]2=[CH:7][CH:8]=[C:9]3[C:14]([N:13]=[C:12]([C:15]4[CH:21]=[CH:20][C:18]([NH2:19])=[CH:17][CH:16]=4)[N:11]=[C:10]3[N:22]3[CH2:27][CH2:26][O:25][CH2:24][CH2:23]3)=[C:5]2[CH:4]=[CH:3]1.ClC(Cl)(O[C:32](=[O:38])OC(Cl)(Cl)Cl)Cl.[F:40][C:41]([F:45])([F:44])[CH2:42][NH2:43]. (2) Given the product [Cl:39][C:20]1[CH:19]=[C:18]([NH:17][C:2]2[C:12]3[CH:11]=[C:10]([C:13]([O:15][CH3:16])=[O:14])[CH2:9][CH2:8][NH:7][C:6]=3[N:5]=[CH:4][N:3]=2)[CH:38]=[CH:37][C:21]=1[O:22][C:23]1[CH:36]=[CH:35][CH:34]=[C:25]([C:26]([NH:28][CH2:29][C:30]([OH:33])([CH3:31])[CH3:32])=[O:27])[CH:24]=1, predict the reactants needed to synthesize it. The reactants are: Cl[C:2]1[C:12]2[CH:11]=[C:10]([C:13]([O:15][CH3:16])=[O:14])[CH2:9][CH2:8][NH:7][C:6]=2[N:5]=[CH:4][N:3]=1.[NH2:17][C:18]1[CH:38]=[CH:37][C:21]([O:22][C:23]2[CH:24]=[C:25]([CH:34]=[CH:35][CH:36]=2)[C:26]([NH:28][CH2:29][C:30]([OH:33])([CH3:32])[CH3:31])=[O:27])=[C:20]([Cl:39])[CH:19]=1. (3) Given the product [NH3:4].[CH3:2][OH:1].[CH3:20][CH2:21][O:19][C:17]([CH3:16])=[O:18], predict the reactants needed to synthesize it. The reactants are: [O:1]1C2C=CC=CC=2[NH:4]C[CH2:2]1.S1C=CC([CH2:16][C:17]([OH:19])=[O:18])=C1.[CH3:20][CH2:21]N(C(C)C)C(C)C.C1C=CC2N(O)N=NC=2C=1.CCN=C=NCCCN(C)C.Cl. (4) Given the product [C:17]1([N:23]2[CH:27]=[N:26][C:25]([C:28]([NH:16][C@H:13]3[CH2:14][CH2:15][N:11]([C:2]4[C:3]5[N:4]([CH:8]=[CH:9][CH:10]=5)[CH:5]=[CH:6][N:7]=4)[CH2:12]3)=[O:29])=[N:24]2)[CH:18]=[CH:19][CH:20]=[CH:21][CH:22]=1, predict the reactants needed to synthesize it. The reactants are: Cl.[C:2]1([N:11]2[CH2:15][CH2:14][C@H:13]([NH2:16])[CH2:12]2)[C:3]2[N:4]([CH:8]=[CH:9][CH:10]=2)[CH:5]=[CH:6][N:7]=1.[C:17]1([N:23]2[CH:27]=[N:26][C:25]([C:28](O)=[O:29])=[N:24]2)[CH:22]=[CH:21][CH:20]=[CH:19][CH:18]=1.C(N(CC)C(C)C)C.CN(C(ON1N=NC2C=CC=NC1=2)=[N+](C)C)C.F[P-](F)(F)(F)(F)F. (5) Given the product [CH2:25]([N:3]([CH2:1][CH3:2])[CH2:4][C:5]#[C:6][C:7]1[S:15][C:14]2[C:9](=[N:10][CH:11]=[CH:12][C:13]=2[O:16][C:17]2[CH:22]=[CH:21][C:20]([N:23]([C:56]3[CH:58]=[CH:59][C:53]([F:52])=[CH:54][CH:55]=3)[C:40]([C:37]3([C:35]([NH2:34])=[O:36])[CH2:38][CH2:39]3)=[O:41])=[C:19]([CH3:24])[CH:18]=2)[CH:8]=1)[CH3:26], predict the reactants needed to synthesize it. The reactants are: [CH2:1]([N:3]([CH2:25][CH3:26])[CH2:4][C:5]#[C:6][C:7]1[S:15][C:14]2[C:9](=[N:10][CH:11]=[CH:12][C:13]=2[O:16][C:17]2[CH:22]=[CH:21][C:20]([NH2:23])=[C:19]([CH3:24])[CH:18]=2)[CH:8]=1)[CH3:2].FC1C=CC([NH:34][C:35]([C:37]2([C:40](O)=[O:41])[CH2:39][CH2:38]2)=[O:36])=CC=1.C1(C(O)=O)(C(O)=O)CC1.[F:52][C:53]1[CH:59]=[CH:58][C:56](N)=[CH:55][CH:54]=1. (6) Given the product [Br:22][C:19]1[CH:18]=[CH:17][C:16]([C:14]2[N:13]([CH2:23][C@@H:24]3[CH2:28][CH2:27][N:26]([C:29]([CH:31]4[CH2:33][CH2:32]4)=[O:30])[CH2:25]3)[C:12](=[O:34])[C:11]3([CH2:10][CH2:9][NH:8][CH2:36][CH2:35]3)[N:15]=2)=[CH:21][CH:20]=1, predict the reactants needed to synthesize it. The reactants are: C([N:8]1[CH2:36][CH2:35][C:11]2([N:15]=[C:14]([C:16]3[CH:21]=[CH:20][C:19]([Br:22])=[CH:18][CH:17]=3)[N:13]([CH2:23][C@@H:24]3[CH2:28][CH2:27][N:26]([C:29]([CH:31]4[CH2:33][CH2:32]4)=[O:30])[CH2:25]3)[C:12]2=[O:34])[CH2:10][CH2:9]1)C1C=CC=CC=1.C(=O)(O)[O-].[K+].ClC(OC(Cl)C)=O. (7) Given the product [CH:32]1([S:29]([NH:28][C:27]([C@@:22]2([NH:21][C:20]([C@H:18]3[N:17]([C:45](=[O:46])[C@@H:44]([C:42]([O:41][C:37]([CH3:39])([CH3:38])[CH3:40])=[O:43])[CH:48]4[CH2:53][CH2:52][CH2:51][CH2:50][CH2:49]4)[CH2:16][C@H:15]([O:14][C:12]([N:6]4[CH2:5][C:4]5[C:8](=[CH:9][CH:10]=[CH:11][C:3]=5[Cl:2])[CH2:7]4)=[O:13])[CH2:19]3)=[O:36])[CH2:24][C@H:23]2[CH2:25][CH3:26])=[O:35])(=[O:31])=[O:30])[CH2:33][CH2:34]1, predict the reactants needed to synthesize it. The reactants are: Cl.[Cl:2][C:3]1[CH:11]=[CH:10][CH:9]=[C:8]2[C:4]=1[CH2:5][N:6]([C:12]([O:14][C@@H:15]1[CH2:19][C@@H:18]([C:20](=[O:36])[NH:21][C@:22]3([C:27](=[O:35])[NH:28][S:29]([CH:32]4[CH2:34][CH2:33]4)(=[O:31])=[O:30])[CH2:24][C@H:23]3[CH2:25][CH3:26])[NH:17][CH2:16]1)=[O:13])[CH2:7]2.[C:37]([O:41][C:42]([C@@H:44]([CH:48]1[CH2:53][CH2:52][CH2:51][CH2:50][CH2:49]1)[C:45](O)=[O:46])=[O:43])([CH3:40])([CH3:39])[CH3:38].CN(C(ON1N=NC2C=CC=NC1=2)=[N+](C)C)C.F[P-](F)(F)(F)(F)F.CCN(C(C)C)C(C)C.